This data is from Reaction yield outcomes from USPTO patents with 853,638 reactions. The task is: Predict the reaction yield, written as a fraction of the theoretical maximum amount of product (1.0 means a 100% yield; for example, 0.34 means a 34% yield). (1) The catalyst is CO. The reactants are [Cl:1][C:2]1[N:3]=[C:4](Cl)[C:5]2[CH2:10][CH2:9][CH:8]([C:11]3[CH:16]=[CH:15][CH:14]=[CH:13][CH:12]=3)[C:6]=2[N:7]=1.[CH3:18][NH:19][CH3:20]. The product is [Cl:1][C:2]1[N:3]=[C:4]([N:19]([CH3:20])[CH3:18])[C:5]2[CH2:10][CH2:9][CH:8]([C:11]3[CH:16]=[CH:15][CH:14]=[CH:13][CH:12]=3)[C:6]=2[N:7]=1. The yield is 1.00. (2) The reactants are [Cl:1][C:2]1[C:7]([C:8]2[CH:13]=[CH:12][CH:11]=[C:10]([CH2:14][CH3:15])[CH:9]=2)=[C:6]([C@@:16]([OH:30])([C@@H:24]2[CH2:29][CH2:28][CH2:27][NH:26][CH2:25]2)[CH2:17][CH2:18][CH2:19][NH:20][C:21](=[O:23])[CH3:22])[CH:5]=[CH:4][CH:3]=1.[C:31]([O:35][C:36]([N:38]([CH2:40][C:41]1[CH:49]=[CH:48][C:44]([C:45](O)=[O:46])=[CH:43][CH:42]=1)[CH3:39])=[O:37])([CH3:34])([CH3:33])[CH3:32].CCN(C(C)C)C(C)C.CN(C(ON1N=NC2C=CC=CC1=2)=[N+](C)C)C.F[P-](F)(F)(F)(F)F. The catalyst is CN(C=O)C.O. The product is [C:21]([NH:20][CH2:19][CH2:18][CH2:17][C@:16]([C@@H:24]1[CH2:29][CH2:28][CH2:27][N:26]([C:45]([C:44]2[CH:43]=[CH:42][C:41]([CH2:40][N:38]([CH3:39])[C:36](=[O:37])[O:35][C:31]([CH3:32])([CH3:33])[CH3:34])=[CH:49][CH:48]=2)=[O:46])[CH2:25]1)([C:6]1[CH:5]=[CH:4][CH:3]=[C:2]([Cl:1])[C:7]=1[C:8]1[CH:13]=[CH:12][CH:11]=[C:10]([CH2:14][CH3:15])[CH:9]=1)[OH:30])(=[O:23])[CH3:22]. The yield is 0.710.